This data is from NCI-60 drug combinations with 297,098 pairs across 59 cell lines. The task is: Regression. Given two drug SMILES strings and cell line genomic features, predict the synergy score measuring deviation from expected non-interaction effect. (1) Drug 1: C1CC(=O)NC(=O)C1N2CC3=C(C2=O)C=CC=C3N. Drug 2: CCN(CC)CCNC(=O)C1=C(NC(=C1C)C=C2C3=C(C=CC(=C3)F)NC2=O)C. Cell line: HS 578T. Synergy scores: CSS=-3.36, Synergy_ZIP=2.56, Synergy_Bliss=0.776, Synergy_Loewe=-3.53, Synergy_HSA=-2.96. (2) Drug 1: CC1=C2C(C(=O)C3(C(CC4C(C3C(C(C2(C)C)(CC1OC(=O)C(C(C5=CC=CC=C5)NC(=O)OC(C)(C)C)O)O)OC(=O)C6=CC=CC=C6)(CO4)OC(=O)C)OC)C)OC. Drug 2: CC1=C(C=C(C=C1)NC(=O)C2=CC=C(C=C2)CN3CCN(CC3)C)NC4=NC=CC(=N4)C5=CN=CC=C5. Cell line: HL-60(TB). Synergy scores: CSS=69.0, Synergy_ZIP=12.9, Synergy_Bliss=9.06, Synergy_Loewe=-30.3, Synergy_HSA=5.21. (3) Drug 1: CC1=C(C(CCC1)(C)C)C=CC(=CC=CC(=CC(=O)O)C)C. Drug 2: C1CN1C2=NC(=NC(=N2)N3CC3)N4CC4. Cell line: HCC-2998. Synergy scores: CSS=19.6, Synergy_ZIP=2.61, Synergy_Bliss=2.44, Synergy_Loewe=-0.248, Synergy_HSA=3.19. (4) Drug 1: CC12CCC3C(C1CCC2OP(=O)(O)O)CCC4=C3C=CC(=C4)OC(=O)N(CCCl)CCCl.[Na+]. Drug 2: CC1C(C(CC(O1)OC2CC(CC3=C2C(=C4C(=C3O)C(=O)C5=C(C4=O)C(=CC=C5)OC)O)(C(=O)CO)O)N)O.Cl. Cell line: SF-268. Synergy scores: CSS=44.5, Synergy_ZIP=2.76, Synergy_Bliss=4.76, Synergy_Loewe=-32.0, Synergy_HSA=5.84. (5) Drug 1: CS(=O)(=O)C1=CC(=C(C=C1)C(=O)NC2=CC(=C(C=C2)Cl)C3=CC=CC=N3)Cl. Drug 2: C(CCl)NC(=O)N(CCCl)N=O. Cell line: NCIH23. Synergy scores: CSS=16.4, Synergy_ZIP=0.390, Synergy_Bliss=4.84, Synergy_Loewe=3.13, Synergy_HSA=3.20. (6) Cell line: NCI/ADR-RES. Drug 2: CC1C(C(CC(O1)OC2CC(CC3=C2C(=C4C(=C3O)C(=O)C5=C(C4=O)C(=CC=C5)OC)O)(C(=O)CO)O)N)O.Cl. Drug 1: C1=C(C(=O)NC(=O)N1)N(CCCl)CCCl. Synergy scores: CSS=49.2, Synergy_ZIP=-0.718, Synergy_Bliss=0.610, Synergy_Loewe=4.28, Synergy_HSA=4.93. (7) Drug 1: CC1=C(N=C(N=C1N)C(CC(=O)N)NCC(C(=O)N)N)C(=O)NC(C(C2=CN=CN2)OC3C(C(C(C(O3)CO)O)O)OC4C(C(C(C(O4)CO)O)OC(=O)N)O)C(=O)NC(C)C(C(C)C(=O)NC(C(C)O)C(=O)NCCC5=NC(=CS5)C6=NC(=CS6)C(=O)NCCC[S+](C)C)O. Drug 2: CC12CCC3C(C1CCC2OP(=O)(O)O)CCC4=C3C=CC(=C4)OC(=O)N(CCCl)CCCl.[Na+]. Cell line: HT29. Synergy scores: CSS=17.1, Synergy_ZIP=-1.76, Synergy_Bliss=-3.12, Synergy_Loewe=-1.35, Synergy_HSA=-1.92. (8) Drug 1: CCCCC(=O)OCC(=O)C1(CC(C2=C(C1)C(=C3C(=C2O)C(=O)C4=C(C3=O)C=CC=C4OC)O)OC5CC(C(C(O5)C)O)NC(=O)C(F)(F)F)O. Drug 2: CC(C)NC(=O)C1=CC=C(C=C1)CNNC.Cl. Cell line: PC-3. Synergy scores: CSS=61.8, Synergy_ZIP=-2.09, Synergy_Bliss=-1.47, Synergy_Loewe=-0.457, Synergy_HSA=0.695.